This data is from Full USPTO retrosynthesis dataset with 1.9M reactions from patents (1976-2016). The task is: Predict the reactants needed to synthesize the given product. (1) Given the product [CH2:32]([O:31][C:29](=[O:30])[C:28](=[O:34])[CH2:12][C:11](=[O:13])[C:14]1[CH:18]=[CH:17][N:16]([S:19]([C:22]2[CH:27]=[CH:26][CH:25]=[CH:24][CH:23]=2)(=[O:20])=[O:21])[CH:15]=1)[CH3:33], predict the reactants needed to synthesize it. The reactants are: C[Si]([N-][Si](C)(C)C)(C)C.[Li+].[C:11]([C:14]1[CH:18]=[CH:17][N:16]([S:19]([C:22]2[CH:27]=[CH:26][CH:25]=[CH:24][CH:23]=2)(=[O:21])=[O:20])[CH:15]=1)(=[O:13])[CH3:12].[C:28](OCC)(=[O:34])[C:29]([O:31][CH2:32][CH3:33])=[O:30]. (2) Given the product [Br-:26].[O:30]([CH2:29][CH2:28][CH2:27][N+:13]12[CH2:18][CH2:17][CH:16]([CH2:15][CH2:14]1)[C@@H:11]([O:10][C:8](=[O:9])[C:7]([C:1]1[CH:6]=[CH:5][CH:4]=[CH:3][CH:2]=1)([N:20]1[CH2:25][CH2:24][CH2:23][CH2:22][CH2:21]1)[CH3:19])[CH2:12]2)[C:31]1[CH:36]=[CH:35][CH:34]=[CH:33][CH:32]=1, predict the reactants needed to synthesize it. The reactants are: [C:1]1([C:7]([N:20]2[CH2:25][CH2:24][CH2:23][CH2:22][CH2:21]2)([CH3:19])[C:8]([O:10][C@@H:11]2[CH:16]3[CH2:17][CH2:18][N:13]([CH2:14][CH2:15]3)[CH2:12]2)=[O:9])[CH:6]=[CH:5][CH:4]=[CH:3][CH:2]=1.[Br:26][CH2:27][CH2:28][CH2:29][O:30][C:31]1[CH:36]=[CH:35][CH:34]=[CH:33][CH:32]=1. (3) Given the product [CH2:1]([N:8]1[CH2:13][CH:12]([CH2:14][OH:15])[CH2:11][CH:10]([C:16]#[N:17])[CH2:9]1)[C:2]1[CH:3]=[CH:4][CH:5]=[CH:6][CH:7]=1, predict the reactants needed to synthesize it. The reactants are: [CH2:1]([N:8]1[CH2:13][CH:12]([CH2:14][OH:15])[CH2:11][CH:10]([CH:16]=[N:17]O)[CH2:9]1)[C:2]1[CH:7]=[CH:6][CH:5]=[CH:4][CH:3]=1.[I-].ClC1C=CC=CN1C.CCN(CC)CC.Cl. (4) Given the product [Cl:1][C:2]1[N:3]=[C:4]([NH2:25])[CH:5]=[C:6]([C:8]([C:11]2[CH:16]=[C:15]([O:17][C:18]([F:21])([F:19])[F:20])[CH:14]=[C:13]([O:22][CH3:23])[CH:12]=2)([CH3:10])[CH3:9])[CH:7]=1, predict the reactants needed to synthesize it. The reactants are: [Cl:1][C:2]1[CH:7]=[C:6]([C:8]([C:11]2[CH:16]=[C:15]([O:17][C:18]([F:21])([F:20])[F:19])[CH:14]=[C:13]([O:22][CH3:23])[CH:12]=2)([CH3:10])[CH3:9])[CH:5]=[C:4](Cl)[N:3]=1.[NH4+:25].[OH-]. (5) Given the product [CH:1]([N:4]1[CH:9]=[CH:8][C:7]([C:10]([OH:12])=[O:11])=[CH:6][C:5]1=[O:14])([CH3:3])[CH3:2], predict the reactants needed to synthesize it. The reactants are: [CH:1]([N:4]1[CH:9]=[CH:8][C:7]([C:10]([O:12]C)=[O:11])=[CH:6][C:5]1=[O:14])([CH3:3])[CH3:2].[OH-].[Li+].O1CCCC1.CO. (6) The reactants are: C(OC([N:8]([CH3:36])[C@H:9]([C:11]([NH:13][C@@H:14]([CH:30]1[CH2:35][CH2:34][CH2:33][CH2:32][CH2:31]1)[C:15]([N:17]1[C@H:22]([C:23]([O:25]C)=O)[CH2:21][N:20]2[CH2:27][CH2:28][CH2:29][C@@H:19]2[CH2:18]1)=[O:16])=[O:12])[CH3:10])=O)(C)(C)C.O.[OH-].[Li+].[ClH:40].Cl.[F:42][C:43]1[CH:44]=[C:45]2[C:50](=[CH:51][C:52]=1[F:53])[O:49][CH2:48][CH2:47][C@H:46]2[NH2:54].Cl.C(N=C=NCCCN(C)C)C.ON1C2C=CC=CC=2N=N1.C(OCC)(=O)C.Cl. Given the product [ClH:40].[ClH:40].[CH:30]1([C@H:14]([NH:13][C:11](=[O:12])[C@H:9]([CH3:10])[NH:8][CH3:36])[C:15]([N:17]2[C@H:22]([C:23]([NH:54][C@H:46]3[C:45]4[C:50](=[CH:51][C:52]([F:53])=[C:43]([F:42])[CH:44]=4)[O:49][CH2:48][CH2:47]3)=[O:25])[CH2:21][N:20]3[CH2:27][CH2:28][CH2:29][C@@H:19]3[CH2:18]2)=[O:16])[CH2:31][CH2:32][CH2:33][CH2:34][CH2:35]1, predict the reactants needed to synthesize it. (7) The reactants are: [NH2:1][C:2]1[CH:3]=[N:4][N:5](C(C2C=CC=CC=2)C(OC)=O)[CH:6]=1.Br[CH:19]([C:25]1[CH:26]=[N:27][CH:28]=[CH:29][CH:30]=1)[C:20]([O:22][CH2:23][CH3:24])=[O:21]. Given the product [NH2:1][C:2]1[CH:3]=[N:4][N:5]([CH:19]([C:25]2[CH:26]=[N:27][CH:28]=[CH:29][CH:30]=2)[C:20]([O:22][CH2:23][CH3:24])=[O:21])[CH:6]=1, predict the reactants needed to synthesize it. (8) The reactants are: [CH3:1][O:2][C:3]1[CH:8]=[CH:7][C:6]([NH:9][N:10]=[CH:11][C:12]2[C:17](Br)=[CH:16][C:15]([CH3:19])=[CH:14][C:13]=2[Br:20])=[CH:5][CH:4]=1.P([O-])([O-])([O-])=O.[K+].[K+].[K+].C1C=CC(P(C2C(C3C(P(C4C=CC=CC=4)C4C=CC=CC=4)=CC=C4C=3C=CC=C4)=C3C(C=CC=C3)=CC=2)C2C=CC=CC=2)=CC=1. Given the product [Br:20][C:13]1[CH:14]=[C:15]([CH3:19])[CH:16]=[C:17]2[C:12]=1[CH:11]=[N:10][N:9]2[C:6]1[CH:7]=[CH:8][C:3]([O:2][CH3:1])=[CH:4][CH:5]=1, predict the reactants needed to synthesize it. (9) Given the product [CH2:1]([O:8][C:9]([NH:11][C@@H:12]([CH2:20][S:21][CH2:22][C@H:23]([O:37][C:38](=[O:48])[NH:39][CH2:40][CH2:41][CH2:42][CH2:43][CH2:44][CH2:45][CH2:46][CH3:47])[CH2:24][O:25][C:26](=[O:36])[NH:27][CH2:28][CH2:29][CH2:30][CH2:31][CH2:32][CH2:33][CH2:34][CH3:35])[C:13]([OH:15])=[O:14])=[O:10])[C:2]1[CH:3]=[CH:4][CH:5]=[CH:6][CH:7]=1, predict the reactants needed to synthesize it. The reactants are: [CH2:1]([O:8][C:9]([NH:11][C@@H:12]([CH2:20][S:21][CH2:22][C@H:23]([O:37][C:38](=[O:48])[NH:39][CH2:40][CH2:41][CH2:42][CH2:43][CH2:44][CH2:45][CH2:46][CH3:47])[CH2:24][O:25][C:26](=[O:36])[NH:27][CH2:28][CH2:29][CH2:30][CH2:31][CH2:32][CH2:33][CH2:34][CH3:35])[C:13]([O:15]C(C)(C)C)=[O:14])=[O:10])[C:2]1[CH:7]=[CH:6][CH:5]=[CH:4][CH:3]=1. (10) Given the product [N:54]1([C:4](=[O:36])[CH2:5][CH2:6][C:7]2[CH:8]=[C:9]3[C:15]4([CH2:19][CH2:18][N:17]([C:20](=[O:22])[CH2:50][OH:51])[CH2:16]4)[CH2:14][N:13]([C:27]([NH:37][C:38]4[S:39][C:40]([O:43][CH3:44])=[CH:41][N:42]=4)=[O:28])[C:10]3=[CH:11][CH:12]=2)[CH2:57][CH2:56][CH2:55]1, predict the reactants needed to synthesize it. The reactants are: C(O[C:4](=[O:36])[CH2:5][CH2:6][C:7]1[CH:8]=[C:9]2[C:15]3([CH2:19][CH2:18][N:17]([C:20]([O:22]C(C)(C)C)=O)[CH2:16]3)[CH2:14][N:13]([C:27](OCC[Si](C)(C)C)=[O:28])[C:10]2=[CH:11][CH:12]=1)C.[NH2:37][C:38]1[S:39][C:40]([O:43][CH3:44])=[CH:41][N:42]=1.C(OC[C:50](Cl)=[O:51])(=O)C.Cl.[NH:54]1[CH2:57][CH2:56][CH2:55]1.